This data is from CYP2C9 inhibition data for predicting drug metabolism from PubChem BioAssay. The task is: Regression/Classification. Given a drug SMILES string, predict its absorption, distribution, metabolism, or excretion properties. Task type varies by dataset: regression for continuous measurements (e.g., permeability, clearance, half-life) or binary classification for categorical outcomes (e.g., BBB penetration, CYP inhibition). Dataset: cyp2c9_veith. (1) The compound is CC(=O)Nc1ccc(NC(=O)CSc2nnc(-c3ccco3)n2Cc2ccco2)cc1. The result is 1 (inhibitor). (2) The compound is Br.N=C1c2ccccc2CN1NC(=O)c1ccc(Cl)cc1. The result is 0 (non-inhibitor).